This data is from Forward reaction prediction with 1.9M reactions from USPTO patents (1976-2016). The task is: Predict the product of the given reaction. (1) Given the reactants [O:1]1[C@H:5]2[O:6][CH2:7][CH2:8][C@H:4]2[C@@H:3]([O:9][C:10](=[O:32])[NH:11][C@@H:12]([CH2:25][C:26]2[CH:31]=[CH:30][CH:29]=[CH:28][CH:27]=2)[C@H:13]([OH:24])[CH2:14][NH:15][CH2:16][C:17]([CH3:23])([CH3:22])[CH2:18][CH2:19][C:20]#[N:21])[CH2:2]1.C(N(C(C)C)CC)(C)C.[C:42]([NH:45][C:46]1[CH:47]=[C:48]([S:53](Cl)(=[O:55])=[O:54])[CH:49]=[CH:50][C:51]=1[F:52])(=[O:44])[CH3:43], predict the reaction product. The product is: [O:1]1[C@H:5]2[O:6][CH2:7][CH2:8][C@H:4]2[C@@H:3]([O:9][C:10](=[O:32])[NH:11][C@@H:12]([CH2:25][C:26]2[CH:27]=[CH:28][CH:29]=[CH:30][CH:31]=2)[C@H:13]([OH:24])[CH2:14][N:15]([S:53]([C:48]2[CH:49]=[CH:50][C:51]([F:52])=[C:46]([NH:45][C:42](=[O:44])[CH3:43])[CH:47]=2)(=[O:54])=[O:55])[CH2:16][C:17]([CH3:22])([CH3:23])[CH2:18][CH2:19][C:20]#[N:21])[CH2:2]1. (2) Given the reactants Cl[C:2]1[C:23]([O:24][CH3:25])=[CH:22][C:5]([C:6]([NH:8][S:9]([C:12]2[CH:17]=[CH:16][CH:15]=[CH:14][C:13]=2[S:18](=[O:21])(=[O:20])[NH2:19])(=[O:11])=[O:10])=[O:7])=[CH:4][N:3]=1.[C:26]([C:28]1[CH:33]=[CH:32][C:31]([C:34]([F:37])([F:36])[F:35])=[CH:30][CH:29]=1)#[CH:27], predict the reaction product. The product is: [CH3:25][O:24][C:23]1[C:2]([C:27]#[C:26][C:28]2[CH:33]=[CH:32][C:31]([C:34]([F:35])([F:36])[F:37])=[CH:30][CH:29]=2)=[N:3][CH:4]=[C:5]([CH:22]=1)[C:6]([NH:8][S:9]([C:12]1[CH:17]=[CH:16][CH:15]=[CH:14][C:13]=1[S:18](=[O:21])(=[O:20])[NH2:19])(=[O:11])=[O:10])=[O:7]. (3) Given the reactants [CH:1]1[C:13]2[N:12]([C:14]3[CH:15]=[C:16]([CH:18]=[CH:19][CH:20]=3)[NH2:17])[C:11]3[C:6](=[CH:7][CH:8]=[CH:9][CH:10]=3)[C:5]=2[CH:4]=[CH:3][CH:2]=1.[CH:21]1[C:34]2[C:25](=[CH:26][C:27]3[C:32]([CH:33]=2)=[CH:31][CH:30]=[CH:29][CH:28]=3)[CH:24]=[CH:23][CH:22]=1.C(O[Na])(C)(C)C, predict the reaction product. The product is: [CH:1]1[C:13]2[N:12]([C:14]3[CH:15]=[C:16]([NH:17][C:26]4[C:27]5[C:32]([CH:33]=[C:34]6[C:25]=4[CH:24]=[CH:23][CH:22]=[CH:21]6)=[CH:31][CH:30]=[CH:29][CH:28]=5)[CH:18]=[CH:19][CH:20]=3)[C:11]3[C:6](=[CH:7][CH:8]=[CH:9][CH:10]=3)[C:5]=2[CH:4]=[CH:3][CH:2]=1. (4) Given the reactants [NH2:1][C:2]1[S:3][C:4]([C:8]([NH:10][CH2:11][C:12]2[CH:17]=[CH:16][CH:15]=[CH:14][CH:13]=2)=[O:9])=[C:5]([CH3:7])[N:6]=1.[C:18](N1C=CN=C1)(N1C=CN=C1)=[O:19].[CH3:30][O:31][CH:32]([O:42][CH3:43])[CH2:33][NH:34][C:35]1[CH:40]=[CH:39][C:38]([F:41])=[CH:37][CH:36]=1, predict the reaction product. The product is: [CH2:11]([NH:10][C:8]([C:4]1[S:3][C:2]([NH:1][C:18]([N:34]([CH2:33][CH:32]([O:31][CH3:30])[O:42][CH3:43])[C:35]2[CH:40]=[CH:39][C:38]([F:41])=[CH:37][CH:36]=2)=[O:19])=[N:6][C:5]=1[CH3:7])=[O:9])[C:12]1[CH:17]=[CH:16][CH:15]=[CH:14][CH:13]=1. (5) Given the reactants C[OH:2].[F:3][C:4]1[CH:12]=[C:11]([F:13])[CH:10]=[C:9]2[C:5]=1[CH2:6][CH2:7][C:8]2=O.[N:15](OCCC(C)C)=[O:16].Cl, predict the reaction product. The product is: [F:13][C:11]1[CH:10]=[C:9]2[C:5](=[C:4]([F:3])[CH:12]=1)[C:6](=[O:2])/[C:7](=[N:15]/[OH:16])/[CH2:8]2. (6) Given the reactants COC(=O)C(O)=CC(=O)N(CC1C=CC(F)=CC=1)C.C=O.[C:22]1([CH2:28][CH2:29][NH2:30])[CH:27]=[CH:26][CH:25]=[CH:24][CH:23]=1.[F:31][C:32]1[CH:50]=[CH:49][C:35]([CH2:36][N:37]([CH3:48])[C:38]([C:40]2[CH2:41]N(C)[C:43](=[O:46])[C:44]=2[OH:45])=[O:39])=[CH:34][CH:33]=1, predict the reaction product. The product is: [F:31][C:32]1[CH:50]=[CH:49][C:35]([CH2:36][N:37]([CH3:48])[C:38]([C:40]2[CH2:41][N:30]([CH2:29][CH2:28][C:22]3[CH:27]=[CH:26][CH:25]=[CH:24][CH:23]=3)[C:43](=[O:46])[C:44]=2[OH:45])=[O:39])=[CH:34][CH:33]=1. (7) The product is: [CH:1]([O:5][C:6]([N:8]1[CH2:13][CH2:12][CH:11]([O:14][CH2:15][C:16]2[N:20]=[C:19]([C:21]3[CH:22]=[N:23][C:24]([Cl:27])=[CH:25][CH:26]=3)[O:18][N:17]=2)[CH2:10][CH2:9]1)=[O:7])([CH3:3])[CH3:2]. Given the reactants [C:1]([O:5][C:6]([N:8]1[CH2:13][CH2:12][CH:11]([O:14][CH2:15][C:16]2[N:20]=[C:19]([C:21]3[CH:22]=[N:23][C:24]([Cl:27])=[CH:25][CH:26]=3)[O:18][N:17]=2)[CH2:10][CH2:9]1)=[O:7])(C)([CH3:3])[CH3:2].Cl.C(N(CC)CC)C.ClC(OC(C)C)=O.C1(C)C=CC=CC=1, predict the reaction product. (8) Given the reactants F[C:2]1[CH:20]=[CH:19][C:5]([C:6]([N:8]([CH2:14][C:15]([F:18])([F:17])[F:16])[CH2:9][C:10]([F:13])([F:12])[F:11])=[O:7])=[CH:4][C:3]=1[N+:21]([O-:23])=[O:22].[CH2:24]([NH2:30])[C:25]1[O:29][CH:28]=[CH:27][CH:26]=1.CCN(CC)CC, predict the reaction product. The product is: [O:29]1[CH:28]=[CH:27][CH:26]=[C:25]1[CH2:24][NH:30][C:2]1[CH:20]=[CH:19][C:5]([C:6]([N:8]([CH2:9][C:10]([F:11])([F:12])[F:13])[CH2:14][C:15]([F:16])([F:17])[F:18])=[O:7])=[CH:4][C:3]=1[N+:21]([O-:23])=[O:22]. (9) The product is: [Cl:1][C:2]1[CH:3]=[C:4]([NH:9][C:10]2[C:19]3[C:14](=[CH:15][C:16]([O:23][C@H:24]4[CH2:28][CH2:27][O:26][CH2:25]4)=[C:17]([NH2:20])[CH:18]=3)[N:13]=[CH:12][N:11]=2)[CH:5]=[CH:6][C:7]=1[F:8]. Given the reactants [Cl:1][C:2]1[CH:3]=[C:4]([NH:9][C:10]2[C:19]3[C:14](=[CH:15][C:16]([O:23][C@H:24]4[CH2:28][CH2:27][O:26][CH2:25]4)=[C:17]([N+:20]([O-])=O)[CH:18]=3)[N:13]=[CH:12][N:11]=2)[CH:5]=[CH:6][C:7]=1[F:8].Cl.[OH-].[Na+], predict the reaction product.